Dataset: Full USPTO retrosynthesis dataset with 1.9M reactions from patents (1976-2016). Task: Predict the reactants needed to synthesize the given product. (1) Given the product [CH:7]1([C:4]2[N:3]=[C:2]([N:26]3[CH2:25][CH2:24][N:23]([CH2:22][CH2:21][C:20]4[CH:29]=[CH:30][C:17]([O:16][CH3:15])=[CH:18][CH:19]=4)[CH2:28][CH2:27]3)[S:6][N:5]=2)[CH2:12][CH2:11][CH2:10][CH2:9][CH2:8]1, predict the reactants needed to synthesize it. The reactants are: Cl[C:2]1[S:6][N:5]=[C:4]([CH:7]2[CH2:12][CH2:11][CH2:10][CH2:9][CH2:8]2)[N:3]=1.Cl.Cl.[CH3:15][O:16][C:17]1[CH:30]=[CH:29][C:20]([CH2:21][CH2:22][N:23]2[CH2:28][CH2:27][NH:26][CH2:25][CH2:24]2)=[CH:19][CH:18]=1.CCN(C(C)C)C(C)C. (2) Given the product [C:41]([CH2:40][CH2:39][C:10]1[C:11]([CH2:15][CH2:16][CH2:17][CH2:18][CH2:19][CH2:20][O:21][C:22]2[CH:23]=[C:24]([C:33]3[CH:34]=[CH:35][CH:36]=[CH:37][CH:38]=3)[CH:25]=[C:26]([C:28]3[CH:32]=[CH:31][S:30][CH:29]=3)[CH:27]=2)=[CH:12][CH:13]=[CH:14][C:9]=1[O:8][CH2:7][CH2:6][CH2:5][C:4]([OH:46])=[O:3])([OH:43])=[O:42], predict the reactants needed to synthesize it. The reactants are: C([O:3][C:4](=[O:46])[CH2:5][CH2:6][CH2:7][O:8][C:9]1[CH:14]=[CH:13][CH:12]=[C:11]([CH2:15][CH2:16][CH2:17][CH2:18][CH2:19][CH2:20][O:21][C:22]2[CH:23]=[C:24]([C:33]3[CH:38]=[CH:37][CH:36]=[CH:35][CH:34]=3)[CH:25]=[C:26]([C:28]3[CH:32]=[CH:31][S:30][CH:29]=3)[CH:27]=2)[C:10]=1[CH2:39][CH2:40][C:41]([O:43]CC)=[O:42])C.[OH-].[Na+]. (3) Given the product [Cl:1][C:2]1[S:6][C:5]([C:7]([NH:9][CH2:10][C:11]2[N:12]=[CH:13][N:14]([C:16]3[CH:21]=[CH:20][C:19]([N:25]4[CH:26]=[CH:27][CH:28]=[C:29]([CH3:30])[C:24]4=[O:23])=[CH:18][CH:17]=3)[CH:15]=2)=[O:8])=[CH:4][CH:3]=1, predict the reactants needed to synthesize it. The reactants are: [Cl:1][C:2]1[S:6][C:5]([C:7]([NH:9][CH2:10][C:11]2[N:12]=[CH:13][N:14]([C:16]3[CH:21]=[CH:20][C:19](I)=[CH:18][CH:17]=3)[CH:15]=2)=[O:8])=[CH:4][CH:3]=1.[OH:23][C:24]1[C:29]([CH3:30])=[CH:28][CH:27]=[CH:26][N:25]=1.OC1C=CC=C2C=1N=CC=C2.C([O-])([O-])=O.[K+].[K+]. (4) The reactants are: [H-].[Na+].Cl.[Cl:4][C:5]1[N:10]=[CH:9][C:8]([OH:11])=[C:7]([I:12])[CH:6]=1.[CH3:13]I. Given the product [Cl:4][C:5]1[CH:6]=[C:7]([I:12])[C:8]([O:11][CH3:13])=[CH:9][N:10]=1, predict the reactants needed to synthesize it. (5) The reactants are: [CH3:1][C:2]([C:6]1[NH:7][C:8]2[C:13]([CH:14]=1)=[CH:12][C:11]([N+:15]([O-])=O)=[CH:10][CH:9]=2)([CH3:5])[CH2:3][OH:4].O.O.[Sn](Cl)(Cl)(Cl)Cl. Given the product [NH2:15][C:11]1[CH:12]=[C:13]2[C:8](=[CH:9][CH:10]=1)[NH:7][C:6]([C:2]([CH3:5])([CH3:1])[CH2:3][OH:4])=[CH:14]2, predict the reactants needed to synthesize it. (6) Given the product [CH3:1][O:2][P:3]([C:15]1[CH:16]=[CH:17][CH:18]=[CH:19][CH:20]=1)(=[O:14])[O:4][C:5]1[CH:6]=[C:7]2[C:11](=[CH:12][CH:13]=1)[NH:10][N:9]=[C:8]2[I:21], predict the reactants needed to synthesize it. The reactants are: [CH3:1][O:2][P:3]([C:15]1[CH:20]=[CH:19][CH:18]=[CH:17][CH:16]=1)(=[O:14])[O:4][C:5]1[CH:6]=[C:7]2[C:11](=[CH:12][CH:13]=1)[NH:10][N:9]=[CH:8]2.[I:21]I.[OH-].[K+].